From a dataset of Reaction yield outcomes from USPTO patents with 853,638 reactions. Predict the reaction yield, written as a fraction of the theoretical maximum amount of product (1.0 means a 100% yield; for example, 0.34 means a 34% yield). (1) The reactants are [CH3:1][CH2:2][O:3][C:4]([CH2:6][C:7]#[N:8])=[O:5].[CH:9](=O)[CH:10]([CH3:12])[CH3:11]. The catalyst is C(O)(=O)C.O.N1CCCCC1. The product is [C:7]([C:6](=[CH:9][CH:10]([CH3:12])[CH3:11])[C:4]([O:3][CH2:2][CH3:1])=[O:5])#[N:8]. The yield is 0.300. (2) The catalyst is C(O)C. The yield is 0.680. The reactants are [C:1]1([C:7]([CH:9](Br)[C:10]2[CH:15]=[CH:14][CH:13]=[CH:12][CH:11]=2)=O)[CH:6]=[CH:5][CH:4]=[CH:3][CH:2]=1.[CH3:17][O:18][C:19]1[CH:24]=[CH:23][C:22](/[CH:25]=[N:26]/[NH:27][C:28](=[NH:30])[NH2:29])=[CH:21][CH:20]=1. The product is [CH3:17][O:18][C:19]1[CH:24]=[CH:23][C:22](/[CH:25]=[N:26]/[N:27]2[C:7]([C:1]3[CH:6]=[CH:5][CH:4]=[CH:3][CH:2]=3)=[C:9]([C:10]3[CH:15]=[CH:14][CH:13]=[CH:12][CH:11]=3)[N:29]=[C:28]2[NH2:30])=[CH:21][CH:20]=1. (3) The reactants are C(NC(C)C)(C)C.C([Li])CCC.[O:13]1[CH2:18][CH2:17][CH:16]([C:19]([O:21][CH3:22])=[O:20])[CH2:15][CH2:14]1.Br[CH2:24][C:25]([O:27][C:28]([CH3:31])([CH3:30])[CH3:29])=[O:26]. The catalyst is O1CCCC1.O. The product is [C:28]([O:27][C:25](=[O:26])[CH2:24][C:16]1([C:19]([O:21][CH3:22])=[O:20])[CH2:17][CH2:18][O:13][CH2:14][CH2:15]1)([CH3:31])([CH3:30])[CH3:29]. The yield is 0.560. (4) The reactants are [NH2:1][C:2]1[NH:6][N:5]=[C:4]([C:7]2[S:8][CH:9]=[CH:10][CH:11]=2)[CH:3]=1.[Br:12]N1C(=O)CCC1=O. The catalyst is C1COCC1. The product is [Br:12][C:3]1[C:4]([C:7]2[S:8][CH:9]=[CH:10][CH:11]=2)=[N:5][NH:6][C:2]=1[NH2:1]. The yield is 0.930. (5) The reactants are [NH2:1][C:2]1[N:7]=[CH:6][N:5]=[C:4]2[N:8]([CH2:12][C:13]3[O:14][C:15]4[C:20]([C:21](=[O:29])[C:22]=3[C:23]3[CH:28]=[CH:27][CH:26]=[CH:25][CH:24]=3)=[CH:19][CH:18]=[CH:17][CH:16]=4)[N:9]=[C:10](I)[C:3]=12.[C:30]([NH:33][C:34]1[CH:35]=[C:36](B(O)O)[CH:37]=[CH:38][CH:39]=1)(=[O:32])[CH3:31].C(=O)([O-])[O-].[Na+].[Na+].ClCCl. The catalyst is CN(C=O)C.C(O)C.O. The product is [NH2:1][C:2]1[N:7]=[CH:6][N:5]=[C:4]2[N:8]([CH2:12][C:13]3[O:14][C:15]4[C:20]([C:21](=[O:29])[C:22]=3[C:23]3[CH:28]=[CH:27][CH:26]=[CH:25][CH:24]=3)=[CH:19][CH:18]=[CH:17][CH:16]=4)[N:9]=[C:10]([C:38]3[CH:39]=[C:34]([NH:33][C:30](=[O:32])[CH3:31])[CH:35]=[CH:36][CH:37]=3)[C:3]=12. The yield is 0.230. (6) The reactants are [NH:1]1[CH:5]=[C:4]([C:6]2[C:7]([NH2:12])=[N:8][CH:9]=[CH:10][CH:11]=2)[CH:3]=[N:2]1.[H-].[Na+].Cl[CH2:16][C:17]1[CH:22]=[CH:21][CH:20]=[C:19]([O:23][C:24]2[CH:29]=[CH:28][CH:27]=[CH:26][CH:25]=2)[CH:18]=1. The catalyst is CN(C)C=O. The product is [O:23]([C:19]1[CH:18]=[C:17]([CH:22]=[CH:21][CH:20]=1)[CH2:16][N:1]1[CH:5]=[C:4]([C:6]2[C:7]([NH2:12])=[N:8][CH:9]=[CH:10][CH:11]=2)[CH:3]=[N:2]1)[C:24]1[CH:25]=[CH:26][CH:27]=[CH:28][CH:29]=1. The yield is 0.470. (7) The reactants are [Cl:1][C:2]1[CH:27]=[CH:26][C:5]2[C:6](=[O:25])[N:7]=[C:8]([C:10]3[N:15]=[C:14]([CH2:16][CH2:17][C:18]([OH:20])=[O:19])[CH:13]=[C:12]([S:21]([CH3:24])(=[O:23])=[O:22])[CH:11]=3)[S:9][C:4]=2[CH:3]=1.[NH2:28][C:29]([CH2:34][OH:35])([CH2:32][OH:33])[CH2:30][OH:31]. The catalyst is CC(C)=O. The product is [NH2:28][C:29]([CH2:34][OH:35])([CH2:32][OH:33])[CH2:30][OH:31].[Cl:1][C:2]1[CH:27]=[CH:26][C:5]2[C:6](=[O:25])[N:7]=[C:8]([C:10]3[N:15]=[C:14]([CH2:16][CH2:17][C:18]([OH:20])=[O:19])[CH:13]=[C:12]([S:21]([CH3:24])(=[O:22])=[O:23])[CH:11]=3)[S:9][C:4]=2[CH:3]=1. The yield is 0.660. (8) The reactants are [CH3:1][O:2][C:3]1[CH:37]=[CH:36][C:6]([CH2:7][N:8]2[C:12]3=[N:13][CH:14]=[CH:15][C:16]([O:17][C:18]4[CH:23]=[CH:22][C:21]([NH:24][C:25]([CH:27]5[CH2:31][CH2:30][N:29]([CH3:32])[C:28]5=[O:33])=[O:26])=[CH:20][C:19]=4[F:34])=[C:11]3[C:10](I)=[N:9]2)=[CH:5][CH:4]=1.[CH3:38][NH:39][C:40]([C:42]1[CH:47]=[CH:46][C:45](B(O)O)=[CH:44][CH:43]=1)=[O:41].C([O-])([O-])=O.[Na+].[Na+]. The catalyst is [Pd].C1(P(C2C=CC=CC=2)C2C=CC=CC=2)C=CC=CC=1.C1(P(C2C=CC=CC=2)C2C=CC=CC=2)C=CC=CC=1.C1(P(C2C=CC=CC=2)C2C=CC=CC=2)C=CC=CC=1.C1(P(C2C=CC=CC=2)C2C=CC=CC=2)C=CC=CC=1.COCCOC. The product is [F:34][C:19]1[CH:20]=[C:21]([NH:24][C:25]([CH:27]2[CH2:31][CH2:30][N:29]([CH3:32])[C:28]2=[O:33])=[O:26])[CH:22]=[CH:23][C:18]=1[O:17][C:16]1[CH:15]=[CH:14][N:13]=[C:12]2[N:8]([CH2:7][C:6]3[CH:36]=[CH:37][C:3]([O:2][CH3:1])=[CH:4][CH:5]=3)[N:9]=[C:10]([C:45]3[CH:46]=[CH:47][C:42]([C:40](=[O:41])[NH:39][CH3:38])=[CH:43][CH:44]=3)[C:11]=12. The yield is 0.534. (9) The reactants are [OH:1][CH:2]1[CH2:7][CH:6]2[N:8]([C:9]([O:11][CH2:12][C:13]3[CH:18]=[CH:17][CH:16]=[CH:15][CH:14]=3)=[O:10])[CH:3]1[CH2:4][C@H:5]2[C:19]([O:21][CH2:22][CH3:23])=[O:20].CC(OI1(OC(C)=O)(OC(C)=O)OC(=O)C2C=CC=CC1=2)=O. The catalyst is C(Cl)Cl. The product is [O:1]=[C:2]1[CH2:7][CH:6]2[N:8]([C:9]([O:11][CH2:12][C:13]3[CH:18]=[CH:17][CH:16]=[CH:15][CH:14]=3)=[O:10])[CH:3]1[CH2:4][C@H:5]2[C:19]([O:21][CH2:22][CH3:23])=[O:20]. The yield is 0.900. (10) The reactants are N[C:2]1[N:3]([C:13]2[C:22]3[C:17](=[CH:18][CH:19]=[CH:20][CH:21]=3)[C:16]([CH:23]3[CH2:25][CH2:24]3)=[CH:15][CH:14]=2)[C:4]([S:7][CH2:8][CH2:9][C:10]([O-:12])=[O:11])=[N:5][N:6]=1.N([O-])=O.[Na+].Cl[CH:31](Cl)[C:32](O)=O.O.C(Br)(Br)[Br:38]. The catalyst is [Br-].C([N+](CC)(CC)CC)C1C=CC=CC=1.ClCCl. The product is [Br:38][C:2]1[N:3]([C:13]2[C:22]3[C:17](=[CH:18][CH:19]=[CH:20][CH:21]=3)[C:16]([CH:23]3[CH2:24][CH2:25]3)=[CH:15][CH:14]=2)[C:4]([S:7][CH2:8][CH2:9][C:10]([O:12][CH2:31][CH3:32])=[O:11])=[N:5][N:6]=1. The yield is 0.476.